This data is from Full USPTO retrosynthesis dataset with 1.9M reactions from patents (1976-2016). The task is: Predict the reactants needed to synthesize the given product. (1) Given the product [CH3:35][CH:34]([NH:12][C:13]1[CH:18]=[CH:17][C:16]([C:19]2[N:20]=[CH:21][N:22]([CH2:24][C:25]([O:27][C:28]([CH3:31])([CH3:30])[CH3:29])=[O:26])[CH:23]=2)=[CH:15][CH:14]=1)[CH2:33][C:32]([NH:37][C:38]([O:39][CH:40]([CH3:41])[CH3:42])=[O:43])=[O:36], predict the reactants needed to synthesize it. The reactants are: C1CCN2C(=NCCC2)CC1.[NH2:12][C:13]1[CH:18]=[CH:17][C:16]([C:19]2[N:20]=[CH:21][N:22]([CH2:24][C:25]([O:27][C:28]([CH3:31])([CH3:30])[CH3:29])=[O:26])[CH:23]=2)=[CH:15][CH:14]=1.[C:32]([NH:37][C:38](=[O:43])[O:39][CH:40]([CH3:42])[CH3:41])(=[O:36])/[CH:33]=[CH:34]/[CH3:35]. (2) Given the product [CH3:34][N:4]1[CH2:3][CH2:2][N:1]([C:7]([C:9]2([C:15]3[CH:16]=[CH:17][C:18]([O:19][CH2:20][CH2:21][CH2:22][N:23]4[CH2:29][CH2:28][CH2:27][O:26][CH2:25][CH2:24]4)=[CH:30][CH:31]=3)[CH2:10][CH2:11][O:12][CH2:13][CH2:14]2)=[O:8])[CH2:6][CH2:5]1, predict the reactants needed to synthesize it. The reactants are: [N:1]1([C:7]([C:9]2([C:15]3[CH:31]=[CH:30][C:18]([O:19][CH2:20][CH2:21][CH2:22][N:23]4[CH2:29][CH2:28][CH2:27][O:26][CH2:25][CH2:24]4)=[CH:17][CH:16]=3)[CH2:14][CH2:13][O:12][CH2:11][CH2:10]2)=[O:8])[CH2:6][CH2:5][NH:4][CH2:3][CH2:2]1.C=O.[C:34](O)(=O)C. (3) Given the product [CH2:18]([C:14]1[CH:15]=[C:16]2[C:11](=[CH:12][C:13]=1[CH2:20][CH3:21])[CH2:10][C:9]([NH2:8])([CH3:22])[CH2:17]2)[CH3:19], predict the reactants needed to synthesize it. The reactants are: C([NH:8][C:9]1([CH3:22])[CH2:17][C:16]2[C:11](=[CH:12][C:13]([CH2:20][CH3:21])=[C:14]([CH2:18][CH3:19])[CH:15]=2)[CH2:10]1)C1C=CC=CC=1. (4) The reactants are: [OH:1][CH2:2][C:3]1[CH:8]=[CH:7][CH:6]=[CH:5][C:4]=1[CH:9]1[CH2:14][CH2:13][N:12]([C:15]([O:17][C:18]([CH3:21])([CH3:20])[CH3:19])=[O:16])[CH2:11][CH2:10]1.CC(OI1(OC(C)=O)(OC(C)=O)OC(=O)C2C=CC=CC1=2)=O.S([O-])([O-])(=O)=S.[Na+].[Na+]. Given the product [CH:2]([C:3]1[CH:8]=[CH:7][CH:6]=[CH:5][C:4]=1[CH:9]1[CH2:10][CH2:11][N:12]([C:15]([O:17][C:18]([CH3:21])([CH3:20])[CH3:19])=[O:16])[CH2:13][CH2:14]1)=[O:1], predict the reactants needed to synthesize it. (5) Given the product [CH2:19]([O:18][C:16](=[O:17])[C:2]#[C:1][C:3]1[CH:8]=[CH:7][CH:6]=[C:5]([CH3:9])[N:4]=1)[CH3:20], predict the reactants needed to synthesize it. The reactants are: [C:1]([C:3]1[CH:8]=[CH:7][CH:6]=[C:5]([CH3:9])[N:4]=1)#[CH:2].[Li+].CCC[CH2-].Cl[C:16]([O:18][CH2:19][CH3:20])=[O:17]. (6) Given the product [CH3:16][C:7]1[C:6]2[CH:5]=[C:4]([C:17]#[N:18])[CH:3]=[C:2]([C:19]3[CH:24]=[CH:23][CH:22]=[CH:21][CH:20]=3)[C:10]=2[N:9]2[CH2:11][CH2:12][NH:13][C:14](=[O:15])[C:8]=12, predict the reactants needed to synthesize it. The reactants are: Br[C:2]1[C:10]2[N:9]3[CH2:11][CH2:12][NH:13][C:14](=[O:15])[C:8]3=[C:7]([CH3:16])[C:6]=2[CH:5]=[C:4]([C:17]#[N:18])[CH:3]=1.[C:19]1(B(O)O)[CH:24]=[CH:23][CH:22]=[CH:21][CH:20]=1.